From a dataset of Catalyst prediction with 721,799 reactions and 888 catalyst types from USPTO. Predict which catalyst facilitates the given reaction. Reactant: [CH3:1][O:2][C:3]1[CH:13]=[C:12]([B:14]2[O:18]C(C)(C)C(C)(C)[O:15]2)[CH:11]=[CH:10][C:4]=1[C:5]([O:7][CH2:8][CH3:9])=[O:6].CO.I([O-])(=O)(=O)=O.[Na+].Cl. Product: [CH2:8]([O:7][C:5]([C:4]1[CH:10]=[CH:11][C:12]([B:14]([OH:15])[OH:18])=[CH:13][C:3]=1[O:2][CH3:1])=[O:6])[CH3:9]. The catalyst class is: 355.